This data is from Full USPTO retrosynthesis dataset with 1.9M reactions from patents (1976-2016). The task is: Predict the reactants needed to synthesize the given product. (1) Given the product [C:17]([N:22]1[CH2:27][CH2:26][N:25]([CH2:2][CH2:3][O:4][C:5]2[CH:14]=[C:13]3[C:8]([C:9]([S:15][CH3:16])=[N:10][CH:11]=[N:12]3)=[CH:7][CH:6]=2)[CH2:24][CH2:23]1)(=[O:21])[CH2:18][CH2:19][CH3:20], predict the reactants needed to synthesize it. The reactants are: Br[CH2:2][CH2:3][O:4][C:5]1[CH:14]=[C:13]2[C:8]([C:9]([S:15][CH3:16])=[N:10][CH:11]=[N:12]2)=[CH:7][CH:6]=1.[C:17]([N:22]1[CH2:27][CH2:26][NH:25][CH2:24][CH2:23]1)(=[O:21])[CH2:18][CH2:19][CH3:20].C([O-])([O-])=O.[Na+].[Na+]. (2) Given the product [C:37]([O:41][C:42](=[O:48])[NH:43][CH2:44][CH2:45][CH2:46][NH:47][C:9]([C:11]1[N:12]([CH3:32])[C:13]2[C:21]([CH:22]=1)=[C:20]1[C:16]([C:17](=[O:24])[NH:18][C:19]1=[O:23])=[C:15]([C:25]1[CH:30]=[CH:29][CH:28]=[CH:27][C:26]=1[Cl:31])[CH:14]=2)=[O:8])([CH3:40])([CH3:38])[CH3:39], predict the reactants needed to synthesize it. The reactants are: FC1C([O:8][C:9]([C:11]2[N:12]([CH3:32])[C:13]3[C:21]([CH:22]=2)=[C:20]2[C:16]([C:17](=[O:24])[NH:18][C:19]2=[O:23])=[C:15]([C:25]2[CH:30]=[CH:29][CH:28]=[CH:27][C:26]=2[Cl:31])[CH:14]=3)=O)=C(F)C(F)=C(F)C=1F.[C:37]([O:41][C:42](=[O:48])[NH:43][CH2:44][CH2:45][CH2:46][NH2:47])([CH3:40])([CH3:39])[CH3:38]. (3) Given the product [CH3:25][C:24]1[O:23][N:22]=[C:15]2[C:16]3[C:21](=[CH:20][N:19]=[CH:18][CH:17]=3)[N:12]([CH:8]3[CH2:9][CH2:10][CH2:11][CH:6]([C:4]([OH:5])=[O:3])[CH2:7]3)[C:13](=[O:26])[C:14]=12, predict the reactants needed to synthesize it. The reactants are: C([O:3][C:4]([CH:6]1[CH2:11][CH2:10][CH2:9][CH:8]([N:12]2[C:21]3[C:16](=[CH:17][CH:18]=[N:19][CH:20]=3)[C:15]3=[N:22][O:23][C:24]([CH3:25])=[C:14]3[C:13]2=[O:26])[CH2:7]1)=[O:5])C.[OH-].[Na+].C(O)C.Cl. (4) The reactants are: [CH3:1][O:2][C:3]1[CH:4]=[CH:5][C:6]2[NH:12][C:11](=[O:13])[N:10]([CH:14]3[CH2:19][CH2:18][NH:17][CH2:16][CH2:15]3)[CH2:9][CH2:8][C:7]=2[CH:20]=1.I[C:22]1[N:27]=[CH:26][N:25]=[C:24]([NH:28][C:29]2[CH:39]=[C:38]([CH3:40])[C:32]3[N:33]([CH3:37])[C:34]([CH3:36])=[N:35][C:31]=3[CH:30]=2)[CH:23]=1.CCN(C(C)C)C(C)C. Given the product [CH3:1][O:2][C:3]1[CH:4]=[CH:5][C:6]2[NH:12][C:11](=[O:13])[N:10]([CH:14]3[CH2:19][CH2:18][N:17]([C:22]4[CH:23]=[C:24]([NH:28][C:29]5[CH:39]=[C:38]([CH3:40])[C:32]6[N:33]([CH3:37])[C:34]([CH3:36])=[N:35][C:31]=6[CH:30]=5)[N:25]=[CH:26][N:27]=4)[CH2:16][CH2:15]3)[CH2:9][CH2:8][C:7]=2[CH:20]=1, predict the reactants needed to synthesize it. (5) The reactants are: [C:1]1([NH:7][C:8]2[CH:13]=[CH:12][CH:11]=[CH:10][C:9]=2[NH2:14])[CH:6]=[CH:5][CH:4]=[CH:3][CH:2]=1.C([O-])([O-])=O.[K+].[K+].Br[CH2:22][C:23]([N:25]1[C:31]2[CH:32]=[CH:33][CH:34]=[CH:35][C:30]=2[CH2:29][CH2:28][CH2:27][CH2:26]1)=[O:24].CCOC(C)=O. Given the product [O:24]=[C:23]([N:25]1[C:31]2[CH:32]=[CH:33][CH:34]=[CH:35][C:30]=2[CH2:29][CH2:28][CH2:27][CH2:26]1)[CH2:22][NH:14][C:9]1[C:8]([NH:7][C:1]2[CH:2]=[CH:3][CH:4]=[CH:5][CH:6]=2)=[CH:13][CH:12]=[CH:11][CH:10]=1, predict the reactants needed to synthesize it. (6) Given the product [C:3]([OH:7])(=[O:6])[CH:4]=[CH2:5].[C:3]([O-:7])(=[O:6])[CH:4]=[CH2:5].[Na+:2], predict the reactants needed to synthesize it. The reactants are: [OH-].[Na+:2].[C:3]([OH:7])(=[O:6])[CH:4]=[CH2:5]. (7) Given the product [NH:8]1[CH2:9][CH2:10][CH:11]([NH:14][C:15]2[CH:20]=[CH:19][C:18]([C:21]#[N:22])=[CH:17][N:16]=2)[CH2:12][CH2:13]1, predict the reactants needed to synthesize it. The reactants are: C(OC([N:8]1[CH2:13][CH2:12][CH:11]([NH:14][C:15]2[CH:20]=[CH:19][C:18]([C:21]#[N:22])=[CH:17][N:16]=2)[CH2:10][CH2:9]1)=O)(C)(C)C.FC(F)(F)C(O)=O. (8) Given the product [Cl:21][C:18]1[CH:17]=[CH:16][C:15]([N:11]2[CH2:12][CH2:13][CH2:14][NH:8][CH2:9][CH2:10]2)=[CH:20][CH:19]=1, predict the reactants needed to synthesize it. The reactants are: C(OC([N:8]1[CH2:14][CH2:13][CH2:12][N:11]([C:15]2[CH:20]=[CH:19][C:18]([Cl:21])=[CH:17][CH:16]=2)[CH2:10][CH2:9]1)=O)(C)(C)C.Cl.O1CCOCC1. (9) Given the product [CH3:1][O:2][C:3]1[CH:4]=[C:5]2[C:10](=[CH:11][C:12]=1[O:13][CH3:14])[N:9]=[CH:8][CH:7]=[C:6]2[O:15][C:16]1[C:22]([CH3:23])=[CH:21][C:19]([NH:20][C:32]([NH:43][NH:42][CH:36]2[CH2:41][CH2:40][CH2:39][CH2:38][CH2:37]2)=[S:33])=[C:18]([CH3:24])[CH:17]=1, predict the reactants needed to synthesize it. The reactants are: [CH3:1][O:2][C:3]1[CH:4]=[C:5]2[C:10](=[CH:11][C:12]=1[O:13][CH3:14])[N:9]=[CH:8][CH:7]=[C:6]2[O:15][C:16]1[C:22]([CH3:23])=[CH:21][C:19]([NH2:20])=[C:18]([CH3:24])[CH:17]=1.C(N(CC)CC)C.[C:32](Cl)(Cl)=[S:33].[CH:36]1([NH:42][NH2:43])[CH2:41][CH2:40][CH2:39][CH2:38][CH2:37]1.